Task: Regression. Given two drug SMILES strings and cell line genomic features, predict the synergy score measuring deviation from expected non-interaction effect.. Dataset: NCI-60 drug combinations with 297,098 pairs across 59 cell lines (1) Drug 1: CNC(=O)C1=CC=CC=C1SC2=CC3=C(C=C2)C(=NN3)C=CC4=CC=CC=N4. Drug 2: CNC(=O)C1=NC=CC(=C1)OC2=CC=C(C=C2)NC(=O)NC3=CC(=C(C=C3)Cl)C(F)(F)F. Cell line: M14. Synergy scores: CSS=19.1, Synergy_ZIP=-8.75, Synergy_Bliss=-6.60, Synergy_Loewe=-10.00, Synergy_HSA=-9.99. (2) Drug 1: CN(C)C1=NC(=NC(=N1)N(C)C)N(C)C. Drug 2: CCCCCOC(=O)NC1=NC(=O)N(C=C1F)C2C(C(C(O2)C)O)O. Cell line: MDA-MB-231. Synergy scores: CSS=0.0400, Synergy_ZIP=6.46, Synergy_Bliss=-1.94, Synergy_Loewe=-4.77, Synergy_HSA=-5.49. (3) Drug 1: CC12CCC3C(C1CCC2=O)CC(=C)C4=CC(=O)C=CC34C. Drug 2: C1=NNC2=C1C(=O)NC=N2. Cell line: SK-MEL-5. Synergy scores: CSS=20.5, Synergy_ZIP=2.42, Synergy_Bliss=7.61, Synergy_Loewe=-11.0, Synergy_HSA=4.48. (4) Drug 1: CCCS(=O)(=O)NC1=C(C(=C(C=C1)F)C(=O)C2=CNC3=C2C=C(C=N3)C4=CC=C(C=C4)Cl)F. Drug 2: CC=C1C(=O)NC(C(=O)OC2CC(=O)NC(C(=O)NC(CSSCCC=C2)C(=O)N1)C(C)C)C(C)C. Cell line: SNB-19. Synergy scores: CSS=43.8, Synergy_ZIP=1.11, Synergy_Bliss=-0.366, Synergy_Loewe=-73.3, Synergy_HSA=-2.45. (5) Drug 1: CC(C)(C#N)C1=CC(=CC(=C1)CN2C=NC=N2)C(C)(C)C#N. Drug 2: CCN(CC)CCCC(C)NC1=C2C=C(C=CC2=NC3=C1C=CC(=C3)Cl)OC. Cell line: SF-539. Synergy scores: CSS=11.4, Synergy_ZIP=-4.47, Synergy_Bliss=-3.73, Synergy_Loewe=-2.47, Synergy_HSA=-1.96.